From a dataset of Full USPTO retrosynthesis dataset with 1.9M reactions from patents (1976-2016). Predict the reactants needed to synthesize the given product. The reactants are: O=[C:2]([C:32]1[CH:37]=[CH:36][CH:35]=[CH:34][CH:33]=1)[CH2:3][NH:4][C:5]([C:7]1[N:8]=[N:9][C:10]([N:13]2[CH2:18][CH2:17][N:16]([C:19](=[O:31])[C:20]3[CH:25]=[C:24]([F:26])[CH:23]=[CH:22][C:21]=3[C:27]([F:30])([F:29])[F:28])[CH2:15][CH2:14]2)=[CH:11][CH:12]=1)=[O:6]. Given the product [F:26][C:24]1[CH:23]=[CH:22][C:21]([C:27]([F:29])([F:28])[F:30])=[C:20]([C:19]([N:16]2[CH2:17][CH2:18][N:13]([C:10]3[N:9]=[N:8][C:7]([C:5]4[O:6][C:2]([C:32]5[CH:33]=[CH:34][CH:35]=[CH:36][CH:37]=5)=[CH:3][N:4]=4)=[CH:12][CH:11]=3)[CH2:14][CH2:15]2)=[O:31])[CH:25]=1, predict the reactants needed to synthesize it.